This data is from Peptide-MHC class II binding affinity with 134,281 pairs from IEDB. The task is: Regression. Given a peptide amino acid sequence and an MHC pseudo amino acid sequence, predict their binding affinity value. This is MHC class II binding data. (1) The peptide sequence is VIPANWKPDTVYTSK. The MHC is HLA-DPA10103-DPB10401 with pseudo-sequence HLA-DPA10103-DPB10401. The binding affinity (normalized) is 0. (2) The binding affinity (normalized) is 0.640. The MHC is DRB1_1302 with pseudo-sequence DRB1_1302. The peptide sequence is CKDIKLSDISLKLTS. (3) The peptide sequence is SEVEDVIPEGWKADTSYEAK. The MHC is DRB1_0401 with pseudo-sequence DRB1_0401. The binding affinity (normalized) is 0.522. (4) The binding affinity (normalized) is 0.190. The peptide sequence is MNVSIPHSFTMTLK. The MHC is DRB1_0701 with pseudo-sequence DRB1_0701. (5) The peptide sequence is IALVKTLLEQTLALL. The MHC is HLA-DQA10101-DQB10501 with pseudo-sequence HLA-DQA10101-DQB10501. The binding affinity (normalized) is 0. (6) The peptide sequence is ELQVIEKVDAAFKVA. The MHC is HLA-DQA10104-DQB10503 with pseudo-sequence HLA-DQA10104-DQB10503. The binding affinity (normalized) is 0. (7) The peptide sequence is YLGFVQDAATYAVTT. The MHC is DRB3_0202 with pseudo-sequence DRB3_0202. The binding affinity (normalized) is 0.554. (8) The peptide sequence is SLLVAPMPTASTAQI. The MHC is DRB1_0404 with pseudo-sequence DRB1_0404. The binding affinity (normalized) is 0.404. (9) The peptide sequence is TVTGGIFLFLMSGKG. The MHC is DRB1_1101 with pseudo-sequence DRB1_1101. The binding affinity (normalized) is 0.638.